This data is from Catalyst prediction with 721,799 reactions and 888 catalyst types from USPTO. The task is: Predict which catalyst facilitates the given reaction. (1) Reactant: [Mg].[CH2:2]([O:4][C:5](=[O:17])[CH2:6][O:7][C:8]1[CH:13]=[C:12]([Cl:14])[CH:11]=[CH:10][C:9]=1[CH:15]=O)C. Product: [CH3:2][O:4][C:5]([C:6]1[O:7][C:8]2[CH:13]=[C:12]([Cl:14])[CH:11]=[CH:10][C:9]=2[CH:15]=1)=[O:17]. The catalyst class is: 240. (2) Reactant: [C:1]([O:5][C:6](=[O:19])[NH:7][C:8]12[CH2:15][CH:14]3[CH2:16][C:10]([CH2:17]O)([CH2:11][CH:12]1[CH2:13]3)[CH2:9]2)([CH3:4])([CH3:3])[CH3:2].[C:20]1(=[O:30])[NH:24][C:23](=[O:25])[C:22]2=[CH:26][CH:27]=[CH:28][CH:29]=[C:21]12.C1(P(C2C=CC=CC=2)C2C=CC=CC=2)C=CC=CC=1.CC(OC(/N=N/C(OC(C)C)=O)=O)C. Product: [C:1]([O:5][C:6](=[O:19])[NH:7][C:8]12[CH2:15][CH:14]3[CH2:16][C:10]([CH2:17][N:24]4[C:20](=[O:30])[C:21]5[C:22](=[CH:26][CH:27]=[CH:28][CH:29]=5)[C:23]4=[O:25])([CH2:11][CH:12]1[CH2:13]3)[CH2:9]2)([CH3:4])([CH3:2])[CH3:3]. The catalyst class is: 11. (3) Reactant: [CH:1]1[C:10]2[C:5](=[CH:6][CH:7]=[CH:8][CH:9]=2)[CH:4]=[CH:3][C:2]=1[CH2:11][C:12]1[O:16][N:15]=[C:14]([C:17]([OH:19])=O)[CH:13]=1.Cl.[O:21]1[CH2:25][CH2:24][CH:23]([CH2:26][NH2:27])[CH2:22]1.C(N(CC)CC)C.ON1C2C=CC=CC=2N=N1.Cl.C(N=C=NCCCN(C)C)C. Product: [O:21]1[CH2:25][CH2:24][CH:23]([CH2:26][NH:27][C:17]([C:14]2[CH:13]=[C:12]([CH2:11][C:2]3[CH:3]=[CH:4][C:5]4[C:10](=[CH:9][CH:8]=[CH:7][CH:6]=4)[CH:1]=3)[O:16][N:15]=2)=[O:19])[CH2:22]1. The catalyst class is: 22. (4) Reactant: C([O:5][C:6]([CH2:8][CH2:9][C:10]1[CH:32]=[CH:31][C:13]([O:14][CH2:15][C:16]2[CH:17]=[C:18]([C:22]3[C:23]([C:28]([OH:30])=[O:29])=[CH:24][CH:25]=[CH:26][CH:27]=3)[CH:19]=[CH:20][CH:21]=2)=[CH:12][CH:11]=1)=[O:7])(C)(C)C. Product: [C:6]([CH2:8][CH2:9][C:10]1[CH:32]=[CH:31][C:13]([O:14][CH2:15][C:16]2[CH:17]=[C:18]([C:22]3[C:23]([C:28]([OH:30])=[O:29])=[CH:24][CH:25]=[CH:26][CH:27]=3)[CH:19]=[CH:20][CH:21]=2)=[CH:12][CH:11]=1)([OH:7])=[O:5]. The catalyst class is: 55. (5) Reactant: Cl.[NH2:2][CH2:3][C:4]1[CH:5]=[CH:6][C:7]([O:11][CH2:12][CH2:13][CH3:14])=[C:8]([OH:10])[CH:9]=1.C(N(CC)CC)C.CO[CH:24]=[C:25]1[C:34]2[C:29](=[CH:30][CH:31]=[C:32]([N:35]3[CH:39]=[CH:38][CH:37]=[CH:36]3)[CH:33]=2)[C:28](=[O:40])[NH:27][C:26]1=[O:41]. Product: [OH:10][C:8]1[CH:9]=[C:4]([CH:5]=[CH:6][C:7]=1[O:11][CH2:12][CH2:13][CH3:14])[CH2:3][NH:2][CH:24]=[C:25]1[C:34]2[C:29](=[CH:30][CH:31]=[C:32]([N:35]3[CH:39]=[CH:38][CH:37]=[CH:36]3)[CH:33]=2)[C:28](=[O:40])[NH:27][C:26]1=[O:41]. The catalyst class is: 9. (6) Reactant: [C:1]([O:5][C:6]([NH:8][C@@H:9]([CH2:13][CH3:14])[C:10]([OH:12])=O)=[O:7])([CH3:4])([CH3:3])[CH3:2].C(N1C=CN=C1)(N1C=CN=C1)=O.[Cl-].[Mg+2].[Cl-].[CH3:30][O:31][C:32](=[O:37])[CH2:33]C([O-])=O.[K+]. Product: [C:1]([O:5][C:6]([NH:8][C@@H:9]([CH2:13][CH3:14])[C:10](=[O:12])[CH2:33][C:32]([O:31][CH3:30])=[O:37])=[O:7])([CH3:2])([CH3:3])[CH3:4]. The catalyst class is: 56. (7) Reactant: [CH2:1]([C@@:5]1([CH2:36][CH3:37])[N:11]([OH:12])[C@H:10]([C:13]2[CH:18]=[CH:17][CH:16]=[CH:15][CH:14]=2)[C:9]2[CH:19]=[C:20]([O:32][CH3:33])[C:21]([CH2:23][P:24](=[O:31])([O:28]CC)[O:25]CC)=[CH:22][C:8]=2[S:7](=[O:35])(=[O:34])[CH2:6]1)[CH2:2][CH2:3][CH3:4].Br[Si](C)(C)C. Product: [CH2:1]([C@@:5]1([CH2:36][CH3:37])[N:11]([OH:12])[C@H:10]([C:13]2[CH:14]=[CH:15][CH:16]=[CH:17][CH:18]=2)[C:9]2[CH:19]=[C:20]([O:32][CH3:33])[C:21]([CH2:23][P:24](=[O:25])([OH:28])[OH:31])=[CH:22][C:8]=2[S:7](=[O:35])(=[O:34])[CH2:6]1)[CH2:2][CH2:3][CH3:4]. The catalyst class is: 2.